Task: Predict the product of the given reaction.. Dataset: Forward reaction prediction with 1.9M reactions from USPTO patents (1976-2016) (1) Given the reactants [C:1]1([CH2:7][CH2:8][CH2:9][C:10]([OH:12])=O)[CH:6]=[CH:5][CH:4]=[CH:3][CH:2]=1.Cl.[CH2:14]([O:18][C:19](=[O:23])[C@H:20]([CH3:22])[NH2:21])[CH:15]([CH3:17])[CH3:16], predict the reaction product. The product is: [CH2:14]([O:18][C:19](=[O:23])[C@H:20]([CH3:22])[NH:21][C:10](=[O:12])[CH2:9][CH2:8][CH2:7][C:1]1[CH:2]=[CH:3][CH:4]=[CH:5][CH:6]=1)[CH:15]([CH3:17])[CH3:16]. (2) Given the reactants [Cl:1][C:2]1[CH:3]=[C:4]([NH:8][CH2:9][C:10]2[C:11](=[O:21])[NH:12][C:13]3[C:18]([CH:19]=2)=[CH:17][CH:16]=[CH:15][C:14]=3[F:20])[CH:5]=[CH:6][CH:7]=1.[CH3:22][C:23]1[O:27][N:26]=[CH:25][C:24]=1[C:28](O)=[O:29], predict the reaction product. The product is: [Cl:1][C:2]1[CH:3]=[C:4]([N:8]([CH2:9][C:10]2[C:11](=[O:21])[NH:12][C:13]3[C:18]([CH:19]=2)=[CH:17][CH:16]=[CH:15][C:14]=3[F:20])[C:28]([C:24]2[CH:25]=[N:26][O:27][C:23]=2[CH3:22])=[O:29])[CH:5]=[CH:6][CH:7]=1. (3) Given the reactants [CH3:1][O:2][C:3]1[CH:4]=[CH:5][C:6]([NH:11][C:12]2[C:13]3[N:14]([N:28]=[CH:29][N:30]=3)[CH:15]=[C:16]([N:18]3[CH2:23][CH2:22][CH2:21][CH:20]([C:24]([O:26]C)=[O:25])[CH2:19]3)[CH:17]=2)=[N:7][C:8]=1[O:9][CH3:10].[OH-].[Na+].Cl, predict the reaction product. The product is: [CH3:1][O:2][C:3]1[CH:4]=[CH:5][C:6]([NH:11][C:12]2[C:13]3[N:14]([N:28]=[CH:29][N:30]=3)[CH:15]=[C:16]([N:18]3[CH2:23][CH2:22][CH2:21][CH:20]([C:24]([OH:26])=[O:25])[CH2:19]3)[CH:17]=2)=[N:7][C:8]=1[O:9][CH3:10]. (4) Given the reactants [CH:1]1([C:4]2[O:8][N:7]=[C:6]([C:9]3[CH:14]=[CH:13][CH:12]=[CH:11][CH:10]=3)[C:5]=2[C:15]([NH:17][NH2:18])=[O:16])[CH2:3][CH2:2]1.[F:19][C:20]1[CH:28]=[CH:27][C:23]([C:24](O)=O)=[C:22]([O:29][CH3:30])[CH:21]=1, predict the reaction product. The product is: [CH:1]1([C:4]2[O:8][N:7]=[C:6]([C:9]3[CH:14]=[CH:13][CH:12]=[CH:11][CH:10]=3)[C:5]=2[C:15]2[O:16][C:24]([C:23]3[CH:27]=[CH:28][C:20]([F:19])=[CH:21][C:22]=3[O:29][CH3:30])=[N:18][N:17]=2)[CH2:2][CH2:3]1. (5) Given the reactants [S:1]1[CH:5]=[C:4]([CH2:6][N:7]2[C:15]3[C:10](=[CH:11][C:12]([NH:16][C:17]4[C:26]5[C:21](=[CH:22][CH:23]=[CH:24][C:25]=5[O:27][C@@H:28]([CH3:33])[C:29](OC)=[O:30])[N:20]=[CH:19][N:18]=4)=[CH:13][CH:14]=3)[CH:9]=[N:8]2)[N:3]=[CH:2]1.[CH3:34][NH:35][CH3:36], predict the reaction product. The product is: [CH3:34][N:35]([CH3:36])[C:29](=[O:30])[C@@H:28]([O:27][C:25]1[CH:24]=[CH:23][CH:22]=[C:21]2[C:26]=1[C:17]([NH:16][C:12]1[CH:11]=[C:10]3[C:15](=[CH:14][CH:13]=1)[N:7]([CH2:6][C:4]1[N:3]=[CH:2][S:1][CH:5]=1)[N:8]=[CH:9]3)=[N:18][CH:19]=[N:20]2)[CH3:33].